From a dataset of Reaction yield outcomes from USPTO patents with 853,638 reactions. Predict the reaction yield, written as a fraction of the theoretical maximum amount of product (1.0 means a 100% yield; for example, 0.34 means a 34% yield). (1) The reactants are F.C([Si](C)(C)[O:7][C@H:8]1[CH2:13][CH2:12][C@H:11]([NH:14][C:15](=[O:40])[N:16]([C:33]2[CH:38]=[CH:37][CH:36]=[C:35]([Cl:39])[CH:34]=2)[C:17]2[N:18]([C:26]3[CH:31]=[CH:30][C:29]([Cl:32])=[CH:28][CH:27]=3)[N:19]=[C:20]3[C:25]=2[CH:24]=[CH:23][CH:22]=[CH:21]3)[CH2:10][CH2:9]1)(C)(C)C. The catalyst is C(OC(C)=O)(C)C.[Cl-].[Na+].O.C(Cl)Cl. The product is [Cl:39][C:35]1[CH:34]=[C:33]([N:16]([C:17]2[N:18]([C:26]3[CH:27]=[CH:28][C:29]([Cl:32])=[CH:30][CH:31]=3)[N:19]=[C:20]3[C:25]=2[CH:24]=[CH:23][CH:22]=[CH:21]3)[C:15]([NH:14][C@H:11]2[CH2:10][CH2:9][C@H:8]([OH:7])[CH2:13][CH2:12]2)=[O:40])[CH:38]=[CH:37][CH:36]=1. The yield is 0.250. (2) The reactants are C(OC(=O)[NH:10][CH2:11][CH:12]1[CH2:17][CH2:16][N:15]([CH2:18][CH2:19][CH2:20][N:21]2[CH:25]=[CH:24][N:23]=[N:22]2)[CH2:14][CH2:13]1)C1C=CC=CC=1.[H][H]. The catalyst is [Pd].CO. The product is [N:21]1([CH2:20][CH2:19][CH2:18][N:15]2[CH2:14][CH2:13][CH:12]([CH2:11][NH2:10])[CH2:17][CH2:16]2)[CH:25]=[CH:24][N:23]=[N:22]1. The yield is 1.00. (3) The reactants are C(OC(=O)[NH:7][C:8]1[CH:13]=[CH:12][CH:11]=[C:10]([Cl:14])[C:9]=1[Br:15])(C)(C)C.C(O)(C(F)(F)F)=O. The catalyst is C(Cl)Cl. The product is [Br:15][C:9]1[C:10]([Cl:14])=[CH:11][CH:12]=[CH:13][C:8]=1[NH2:7]. The yield is 0.770. (4) The reactants are [NH2:1][C:2]1[CH:7]=[CH:6][C:5]([CH2:8][C:9]([OH:11])=[O:10])=[CH:4][CH:3]=1.CO.Cl[CH2:15]Cl.C[Si](C=[N+]=[N-])(C)C. The catalyst is C1COCC1. The product is [NH2:1][C:2]1[CH:3]=[CH:4][C:5]([CH2:8][C:9]([O:11][CH3:15])=[O:10])=[CH:6][CH:7]=1. The yield is 0.530. (5) The reactants are [OH-].[Na+].[F:3][C:4]1[CH:9]=[CH:8][C:7]([C:10]2[N:11]=[C:12]([CH2:15][CH2:16][C:17]([O:19]CC)=[O:18])[S:13][CH:14]=2)=[CH:6][CH:5]=1. The catalyst is CO. The product is [F:3][C:4]1[CH:5]=[CH:6][C:7]([C:10]2[N:11]=[C:12]([CH2:15][CH2:16][C:17]([OH:19])=[O:18])[S:13][CH:14]=2)=[CH:8][CH:9]=1. The yield is 0.790. (6) The reactants are Cl.C[O:3][C:4](=[O:38])[C:5]1[CH:10]=[CH:9][C:8]([O:11][C:12]2[CH:17]=[CH:16][C:15]([CH2:18][C@H:19]([NH2:37])[C:20]3[N:21]([CH2:33][CH2:34][CH2:35][CH3:36])[CH:22]=[C:23]([C:25]4[CH:30]=[CH:29][C:28]([Cl:31])=[CH:27][C:26]=4[Cl:32])[N:24]=3)=[CH:14][CH:13]=2)=[CH:7][CH:6]=1.[CH3:39][O:40][C:41]1[CH:42]=[C:43]([CH:47]=[C:48]([O:50][CH3:51])[CH:49]=1)[C:44]([OH:46])=O. No catalyst specified. The product is [CH2:33]([N:21]1[CH:22]=[C:23]([C:25]2[CH:30]=[CH:29][C:28]([Cl:31])=[CH:27][C:26]=2[Cl:32])[N:24]=[C:20]1[C@@H:19]([NH:37][C:44](=[O:46])[C:43]1[CH:47]=[C:48]([O:50][CH3:51])[CH:49]=[C:41]([O:40][CH3:39])[CH:42]=1)[CH2:18][C:15]1[CH:16]=[CH:17][C:12]([O:11][C:8]2[CH:9]=[CH:10][C:5]([C:4]([OH:38])=[O:3])=[CH:6][CH:7]=2)=[CH:13][CH:14]=1)[CH2:34][CH2:35][CH3:36]. The yield is 0.590. (7) The reactants are [Br:1][CH2:2][C:3](=O)[C@@H:4]([NH:15]C(=O)OC(C)(C)C)[CH2:5][C:6]1[CH:11]=[CH:10][C:9]([N+:12]([O-:14])=[O:13])=[CH:8][CH:7]=1.[C:24]([NH2:32])(=[S:31])[C:25]1[CH:30]=[CH:29][CH:28]=[CH:27][CH:26]=1.C(OCC)C. The catalyst is CC#N. The product is [BrH:1].[N+:12]([C:9]1[CH:8]=[CH:7][C:6]([CH2:5][C@@H:4]([C:3]2[N:32]=[C:24]([C:25]3[CH:30]=[CH:29][CH:28]=[CH:27][CH:26]=3)[S:31][CH:2]=2)[NH2:15])=[CH:11][CH:10]=1)([O-:14])=[O:13]. The yield is 0.670.